Dataset: NCI-60 drug combinations with 297,098 pairs across 59 cell lines. Task: Regression. Given two drug SMILES strings and cell line genomic features, predict the synergy score measuring deviation from expected non-interaction effect. Drug 1: CCC(=C(C1=CC=CC=C1)C2=CC=C(C=C2)OCCN(C)C)C3=CC=CC=C3.C(C(=O)O)C(CC(=O)O)(C(=O)O)O. Drug 2: COCCOC1=C(C=C2C(=C1)C(=NC=N2)NC3=CC=CC(=C3)C#C)OCCOC.Cl. Cell line: MDA-MB-435. Synergy scores: CSS=-1.32, Synergy_ZIP=-1.53, Synergy_Bliss=-5.47, Synergy_Loewe=-8.67, Synergy_HSA=-7.98.